From a dataset of Forward reaction prediction with 1.9M reactions from USPTO patents (1976-2016). Predict the product of the given reaction. (1) Given the reactants [C:1]1([C:7]2([CH2:13][OH:14])[CH2:12][CH2:11][CH2:10][CH2:9][CH2:8]2)[CH:6]=[CH:5][CH:4]=[CH:3][CH:2]=1.CCN(CC)CC.[S:22](Cl)([CH3:25])(=[O:24])=[O:23], predict the reaction product. The product is: [C:1]1([C:7]2([CH2:13][O:14][S:22]([CH3:25])(=[O:24])=[O:23])[CH2:12][CH2:11][CH2:10][CH2:9][CH2:8]2)[CH:6]=[CH:5][CH:4]=[CH:3][CH:2]=1. (2) Given the reactants [C:1]([NH:5][S:6]([C:9]1[CH:17]=[C:16]2[C:12]([C:13]([CH:26]3[CH2:31][CH2:30][CH2:29][CH2:28][CH2:27]3)=[C:14]([C:18]3[CH:23]=[CH:22][C:21]([CH3:24])=[CH:20][C:19]=3[NH2:25])[NH:15]2)=[CH:11][CH:10]=1)(=[O:8])=[O:7])([CH3:4])([CH3:3])[CH3:2].C([O-])(=O)C.[Na+].C(O)(=O)C.[Cl:41][CH2:42][C:43](Cl)=[O:44], predict the reaction product. The product is: [C:1]([NH:5][S:6]([C:9]1[CH:17]=[C:16]2[C:12]([C:13]([CH:26]3[CH2:27][CH2:28][CH2:29][CH2:30][CH2:31]3)=[C:14]([C:18]3[CH:23]=[CH:22][C:21]([CH3:24])=[CH:20][C:19]=3[NH:25][C:43](=[O:44])[CH2:42][Cl:41])[NH:15]2)=[CH:11][CH:10]=1)(=[O:8])=[O:7])([CH3:4])([CH3:2])[CH3:3]. (3) Given the reactants [C:1]([C:4]1[CH:9]=[CH:8][C:7]([S:10](Cl)(=[O:12])=[O:11])=[CH:6][CH:5]=1)(=[O:3])[CH3:2].[NH2:14][C:15]1[S:16][CH:17]=[CH:18][N:19]=1, predict the reaction product. The product is: [C:1]([C:4]1[CH:9]=[CH:8][C:7]([S:10]([NH:14][C:15]2[S:16][CH:17]=[CH:18][N:19]=2)(=[O:12])=[O:11])=[CH:6][CH:5]=1)(=[O:3])[CH3:2]. (4) The product is: [Cl:16][C:17]1[CH:18]=[C:19]([C:11]2[C:6]([C:2]3[O:1][CH:5]=[CH:4][CH:3]=3)=[N:7][C:8]([NH2:15])=[N:9][C:10]=2[S:13][CH3:14])[CH:20]=[C:21]([Cl:23])[CH:22]=1. Given the reactants [O:1]1[CH:5]=[CH:4][CH:3]=[C:2]1[C:6]1[C:11](I)=[C:10]([S:13][CH3:14])[N:9]=[C:8]([NH2:15])[N:7]=1.[Cl:16][C:17]1[CH:18]=[C:19](B(O)O)[CH:20]=[C:21]([Cl:23])[CH:22]=1.C(=O)([O-])[O-].[Na+].[Na+], predict the reaction product. (5) Given the reactants [Cl:1][C:2]1[CH:3]=[C:4]([CH:8]([CH2:11][CH3:12])[C:9]#[N:10])[CH:5]=[CH:6][CH:7]=1.[CH3:13]I.[H-].[Na+], predict the reaction product. The product is: [Cl:1][C:2]1[CH:3]=[C:4]([C:8]([CH3:13])([CH2:11][CH3:12])[C:9]#[N:10])[CH:5]=[CH:6][CH:7]=1. (6) Given the reactants [CH3:1][O:2][C:3]1[N:8]=[C:7]([O:9][CH3:10])[C:6]([N:11](C(OC(C)(C)C)=O)[NH:12]C(OC(C)(C)C)=O)=[CH:5][N:4]=1.Cl, predict the reaction product. The product is: [NH:11]([C:6]1[C:7]([O:9][CH3:10])=[N:8][C:3]([O:2][CH3:1])=[N:4][CH:5]=1)[NH2:12]. (7) Given the reactants [F:1][C:2]1[CH:3]=[CH:4][C:5]2[C:14]([CH:15]=1)=[N:13][C:12]([O:16][C@H:17]1[CH2:51][N:20]3[C:21](=[O:50])[C@@H:22]([NH:41][C:42]([C:44]4[CH:48]=[C:47]([CH3:49])[O:46][N:45]=4)=[O:43])[CH2:23][CH2:24][CH2:25][CH2:26][CH2:27][CH:28]=[CH:29][C@@H:30]4[CH2:35][C@@:31]4([C:36]([O:38]CC)=[O:37])[NH:32][C:33](=[O:34])[C@@H:19]3[CH2:18]1)=[C:11]1[C:6]=2[CH:7]=[CH:8][CH:9]=[CH:10]1.CO.O.O.[OH-].[Li+], predict the reaction product. The product is: [F:1][C:2]1[CH:3]=[CH:4][C:5]2[C:14]([CH:15]=1)=[N:13][C:12]([O:16][C@H:17]1[CH2:51][N:20]3[C:21](=[O:50])[C@@H:22]([NH:41][C:42]([C:44]4[CH:48]=[C:47]([CH3:49])[O:46][N:45]=4)=[O:43])[CH2:23][CH2:24][CH2:25][CH2:26][CH2:27][CH:28]=[CH:29][C@@H:30]4[CH2:35][C@@:31]4([C:36]([OH:38])=[O:37])[NH:32][C:33](=[O:34])[C@@H:19]3[CH2:18]1)=[C:11]1[C:6]=2[CH:7]=[CH:8][CH:9]=[CH:10]1. (8) Given the reactants [Cl:1][C:2]1[C:10]([O:11][CH3:12])=[CH:9][C:8]2[NH:7][C:6]3[C:13]([C:25]([O:27]C)=O)=[CH:14][C:15]([C:17]4[CH:22]=[CH:21][C:20]([O:23][CH3:24])=[CH:19][CH:18]=4)=[N:16][C:5]=3[C:4]=2[CH:3]=1.[NH3:29], predict the reaction product. The product is: [Cl:1][C:2]1[C:10]([O:11][CH3:12])=[CH:9][C:8]2[NH:7][C:6]3[C:13]([C:25]([NH2:29])=[O:27])=[CH:14][C:15]([C:17]4[CH:18]=[CH:19][C:20]([O:23][CH3:24])=[CH:21][CH:22]=4)=[N:16][C:5]=3[C:4]=2[CH:3]=1. (9) The product is: [F:18][C:19]1[CH:20]=[C:21]2[C:26](=[CH:27][CH:28]=1)[N:25]=[C:24]([C:29]([NH:17][CH2:16][C:12]1[CH:13]=[CH:14][CH:15]=[C:10]([O:9][CH2:8][CH2:7][S:6][C:3]3[N:4]=[CH:5][NH:1][N:2]=3)[CH:11]=1)=[O:30])[NH:23][C:22]2=[O:34]. Given the reactants [NH:1]1[CH:5]=[N:4][C:3]([S:6][CH2:7][CH2:8][O:9][C:10]2[CH:11]=[C:12]([CH2:16][NH2:17])[CH:13]=[CH:14][CH:15]=2)=[N:2]1.[F:18][C:19]1[CH:20]=[C:21]2[C:26](=[CH:27][CH:28]=1)[N:25]=[C:24]([C:29](OCC)=[O:30])[NH:23][C:22]2=[O:34].C(N(C(C)C)CC)(C)C.C(O)C, predict the reaction product.